This data is from Full USPTO retrosynthesis dataset with 1.9M reactions from patents (1976-2016). The task is: Predict the reactants needed to synthesize the given product. Given the product [Cl:6][C:7]1[C:16]2[C:11](=[CH:12][CH:13]=[CH:14][CH:15]=2)[CH:10]=[CH:9][C:8]=1[NH:17][C:18]1[C:19]([C:26]([NH:1][O:2][CH2:3][CH2:4][OH:5])=[O:27])=[CH:20][N:21]([CH3:25])[C:22](=[O:24])[CH:23]=1, predict the reactants needed to synthesize it. The reactants are: [NH2:1][O:2][CH2:3][CH2:4][OH:5].[Cl:6][C:7]1[C:16]2[C:11](=[CH:12][CH:13]=[CH:14][CH:15]=2)[CH:10]=[CH:9][C:8]=1[NH:17][C:18]1[C:19]([C:26](O)=[O:27])=[CH:20][N:21]([CH3:25])[C:22](=[O:24])[CH:23]=1.C[N+]1(C2N=C(OC)N=C(OC)N=2)CCOCC1.[Cl-].